This data is from Reaction yield outcomes from USPTO patents with 853,638 reactions. The task is: Predict the reaction yield, written as a fraction of the theoretical maximum amount of product (1.0 means a 100% yield; for example, 0.34 means a 34% yield). (1) The reactants are [O:1]=[C:2]1[C:22]2[C:17](=[CH:18][CH:19]=[CH:20][CH:21]=2)[C:4]2([CH2:9][CH2:8][N:7](C(OC(C)(C)C)=O)[CH2:6][CH2:5]2)[CH2:3]1.CO.[ClH:25]. No catalyst specified. The product is [ClH:25].[NH:7]1[CH2:8][CH2:9][C:4]2([C:17]3[C:22](=[CH:21][CH:20]=[CH:19][CH:18]=3)[C:2](=[O:1])[CH2:3]2)[CH2:5][CH2:6]1. The yield is 0.976. (2) The reactants are Br[C:2]1[CH:11]=[C:10]2[C:5]([CH:6]=[CH:7][N:8]=[C:9]2[O:12][CH3:13])=[CH:4][CH:3]=1.[C:14]([O-:17])(=[O:16])C.[Na+].Cl[CH2:20]Cl. The catalyst is CO.Cl[Pd]Cl.C1(P(C2C=CC=CC=2)[C-]2C=CC=C2)C=CC=CC=1.[C-]1(P(C2C=CC=CC=2)C2C=CC=CC=2)C=CC=C1.[Fe+2]. The product is [CH3:13][O:12][C:9]1[C:10]2[C:5](=[CH:4][CH:3]=[C:2]([C:14]([O:17][CH3:20])=[O:16])[CH:11]=2)[CH:6]=[CH:7][N:8]=1. The yield is 0.930. (3) The reactants are C1CO[C:8]2[CH:7]=[CH:6][C:5]([NH:11][C:12]3[C:17]([F:18])=[CH:16][N:15]=[C:14]([NH:19][C:20]4[CH:25]=[CH:24][CH:23]=[C:22](O)C=4)[N:13]=3)=[CH:4][C:3]=2[O:2]1.Cl[C:28]1N=C(NC2C=CC=C(O)C=2)C(F)=C[N:29]=1.N1C=CC=C(CN)C=1. No catalyst specified. The product is [F:18][C:17]1[C:12]([NH:11][C:5]2[CH:6]=[CH:7][CH:8]=[C:3]([OH:2])[CH:4]=2)=[N:13][C:14]([NH:19][CH2:20][C:25]2[CH:28]=[N:29][CH:22]=[CH:23][CH:24]=2)=[N:15][CH:16]=1. The yield is 0.620. (4) The yield is 0.516. The catalyst is C(Cl)Cl. The product is [Cl:10][C:11]1[CH:16]=[CH:15][C:14]([CH:17]([NH:38][C:39]2[CH:40]=[C:41]([CH3:47])[C:42](=[O:46])[N:43]([CH3:45])[CH:44]=2)[C:18]2[N:19]([CH:27]3[CH2:29][CH2:28]3)[CH:20]=[CH:21][C:22]=2[C:23]([O:25][CH3:26])=[O:24])=[CH:13][CH:12]=1. The reactants are CS(OS(C)(=O)=O)(=O)=O.[Cl:10][C:11]1[CH:16]=[CH:15][C:14]([CH:17](O)[C:18]2[N:19]([CH:27]3[CH2:29][CH2:28]3)[CH:20]=[CH:21][C:22]=2[C:23]([O:25][CH3:26])=[O:24])=[CH:13][CH:12]=1.C(N(CC)CC)C.[NH2:38][C:39]1[CH:40]=[C:41]([CH3:47])[C:42](=[O:46])[N:43]([CH3:45])[CH:44]=1. (5) The reactants are [Br:1][C:2]1[CH:9]=[CH:8][C:5]([CH2:6]Br)=[CH:4][CH:3]=1.C(N(CC)CC)C.[NH:17]1[CH2:22][CH2:21][NH:20][CH2:19][C:18]1=[O:23]. The catalyst is C1COCC1. The product is [Br:1][C:2]1[CH:9]=[CH:8][C:5]([CH2:6][N:20]2[CH2:21][CH2:22][NH:17][C:18](=[O:23])[CH2:19]2)=[CH:4][CH:3]=1. The yield is 0.930.